From a dataset of Full USPTO retrosynthesis dataset with 1.9M reactions from patents (1976-2016). Predict the reactants needed to synthesize the given product. (1) Given the product [Cl:1][C:2]1[C:22]([Cl:23])=[CH:21][C:5]2[N:6]([C:11]3[CH:12]=[CH:13][C:14]([CH2:17][C:18]([NH:20][C:34]([NH:33][S:30]([C:27]4[CH:28]=[CH:29][C:24]([CH3:36])=[CH:25][CH:26]=4)(=[O:32])=[O:31])=[O:35])=[O:19])=[CH:15][CH:16]=3)[C:7]([CH2:9][CH3:10])=[N:8][C:4]=2[CH:3]=1, predict the reactants needed to synthesize it. The reactants are: [Cl:1][C:2]1[C:22]([Cl:23])=[CH:21][C:5]2[N:6]([C:11]3[CH:16]=[CH:15][C:14]([CH2:17][C:18]([NH2:20])=[O:19])=[CH:13][CH:12]=3)[C:7]([CH2:9][CH3:10])=[N:8][C:4]=2[CH:3]=1.[C:24]1([CH3:36])[CH:29]=[CH:28][C:27]([S:30]([N:33]=[C:34]=[O:35])(=[O:32])=[O:31])=[CH:26][CH:25]=1.C1(C)C=CC=CC=1. (2) Given the product [C:19]([CH:14]1[NH:13][CH2:18][CH2:17][N:16]([C:8]2[C:2]([Cl:1])=[CH:3][C:4]([N+:10]([O-:12])=[O:11])=[C:5]([CH:7]=2)[NH2:6])[CH2:15]1)([OH:21])=[O:20], predict the reactants needed to synthesize it. The reactants are: [Cl:1][C:2]1[C:8](Cl)=[CH:7][C:5]([NH2:6])=[C:4]([N+:10]([O-:12])=[O:11])[CH:3]=1.[NH:13]1[CH2:18][CH2:17][NH:16][CH2:15][CH:14]1[C:19]([OH:21])=[O:20].C(=O)([O-])[O-].[Na+].[Na+].O. (3) Given the product [Cl:1][C:2]1[CH:3]=[C:4]([NH:9][C:10]([N:12]2[CH2:17][CH2:16][N:15]([CH2:18][CH:20]3[CH2:24][CH2:23][NH:22][CH2:21]3)[CH2:14][CH2:13]2)=[O:11])[CH:5]=[CH:6][C:7]=1[Cl:8], predict the reactants needed to synthesize it. The reactants are: [Cl:1][C:2]1[CH:3]=[C:4]([NH:9][C:10]([N:12]2[CH2:17][CH2:16][N:15]([C:18]([CH:20]3[CH2:24][CH2:23][N:22](C(OC(C)(C)C)=O)[CH2:21]3)=O)[CH2:14][CH2:13]2)=[O:11])[CH:5]=[CH:6][C:7]=1[Cl:8].B.Cl.